Dataset: Reaction yield outcomes from USPTO patents with 853,638 reactions. Task: Predict the reaction yield, written as a fraction of the theoretical maximum amount of product (1.0 means a 100% yield; for example, 0.34 means a 34% yield). (1) The reactants are [Cl:1][C:2]1[CH:10]=[CH:9][C:5]([C:6]([OH:8])=O)=[CH:4][N:3]=1.CN(C(ON1N=NC2C=CC=NC1=2)=[N+](C)C)C.F[P-](F)(F)(F)(F)F.C(N(CC)CC)C.[CH2:42]([NH2:49])[C:43]1[CH:48]=[CH:47][CH:46]=[CH:45][CH:44]=1. The catalyst is CN(C=O)C. The product is [CH2:42]([NH:49][C:6](=[O:8])[C:5]1[CH:9]=[CH:10][C:2]([Cl:1])=[N:3][CH:4]=1)[C:43]1[CH:48]=[CH:47][CH:46]=[CH:45][CH:44]=1. The yield is 0.640. (2) The reactants are [OH:1][C:2]1[CH:10]=[CH:9][CH:8]=[C:7]2[C:3]=1[CH:4]=[CH:5][NH:6]2.[H-].[Na+].Br[CH2:14][C:15]#[N:16]. The catalyst is CN(C)C=O.C(OCC)(=O)C. The product is [NH:6]1[C:7]2[C:3](=[C:2]([O:1][CH2:14][C:15]#[N:16])[CH:10]=[CH:9][CH:8]=2)[CH:4]=[CH:5]1. The yield is 0.970. (3) The reactants are C(NC(C)C)(C)C.C([Li])CCC.[O:13]1[CH2:18][CH2:17][CH:16]([C:19]([O:21][CH3:22])=[O:20])[CH2:15][CH2:14]1.Br[CH2:24][C:25]([O:27][C:28]([CH3:31])([CH3:30])[CH3:29])=[O:26]. The catalyst is O1CCCC1.O. The product is [C:28]([O:27][C:25](=[O:26])[CH2:24][C:16]1([C:19]([O:21][CH3:22])=[O:20])[CH2:17][CH2:18][O:13][CH2:14][CH2:15]1)([CH3:31])([CH3:30])[CH3:29]. The yield is 0.560. (4) The reactants are [Cl:1][C:2]1[N:7]=[C:6]([N:8]([CH2:15][CH2:16][CH:17]([CH3:19])[CH3:18])[C@H:9]([C:11](OC)=[O:12])[CH3:10])[C:5]([N+:20]([O-])=O)=[CH:4][N:3]=1. The catalyst is [Fe].C(O)(=O)C. The product is [Cl:1][C:2]1[N:3]=[CH:4][C:5]2[NH:20][C:11](=[O:12])[CH:9]([CH3:10])[N:8]([CH2:15][CH2:16][CH:17]([CH3:19])[CH3:18])[C:6]=2[N:7]=1. The yield is 0.610. (5) The reactants are Cl[C:2]1[N:7]=[C:6]([C:8]2[N:12]3[CH:13]=[CH:14][CH:15]=[CH:16][C:11]3=[N:10][C:9]=2[C:17]2[CH:18]=[CH:19][C:20]([O:34][CH2:35][CH3:36])=[C:21]([CH:33]=2)[C:22]([NH:24][C:25]2[C:30]([F:31])=[CH:29][CH:28]=[CH:27][C:26]=2[F:32])=[O:23])[CH:5]=[CH:4][N:3]=1.[CH2:37]([C:39]1[C:40]([N:49]2[CH2:54][CH2:53][CH:52]([CH2:55][CH2:56][S:57]([CH3:60])(=[O:59])=[O:58])[CH2:51][CH2:50]2)=[CH:41][C:42]([O:46][CH2:47][CH3:48])=[C:43]([CH:45]=1)[NH2:44])[CH3:38].Cl.O1CCOCC1.N. The catalyst is CO. The product is [F:32][C:26]1[CH:27]=[CH:28][CH:29]=[C:30]([F:31])[C:25]=1[NH:24][C:22](=[O:23])[C:21]1[CH:33]=[C:17]([C:9]2[N:10]=[C:11]3[CH:16]=[CH:15][CH:14]=[CH:13][N:12]3[C:8]=2[C:6]2[CH:5]=[CH:4][N:3]=[C:2]([NH:44][C:43]3[CH:45]=[C:39]([CH2:37][CH3:38])[C:40]([N:49]4[CH2:50][CH2:51][CH:52]([CH2:55][CH2:56][S:57]([CH3:60])(=[O:59])=[O:58])[CH2:53][CH2:54]4)=[CH:41][C:42]=3[O:46][CH2:47][CH3:48])[N:7]=2)[CH:18]=[CH:19][C:20]=1[O:34][CH2:35][CH3:36]. The yield is 0.580.